From a dataset of Catalyst prediction with 721,799 reactions and 888 catalyst types from USPTO. Predict which catalyst facilitates the given reaction. Reactant: [C:1]1(C)[C:2]([S:7]([OH:10])(=[O:9])=[O:8])=[CH:3][CH:4]=[CH:5][CH:6]=1.[CH2:12]([C:14]([CH3:16])=[O:15])[CH3:13]. Product: [S:7]([C:2]1[CH:1]=[CH:6][C:5]([CH3:12])=[CH:4][CH:3]=1)([OH:10])(=[O:8])=[O:9].[OH:15][CH:14]([CH3:16])[C:12](=[O:8])[CH3:13]. The catalyst class is: 291.